Dataset: Forward reaction prediction with 1.9M reactions from USPTO patents (1976-2016). Task: Predict the product of the given reaction. (1) Given the reactants [C:1]([C:3]1[CH:8]=[CH:7][C:6]([C:9]2[O:27][CH2:26][C@:12]3([C:28]4[CH:33]=[CH:32][C:31]([F:34])=[CH:30][C:29]=4[F:35])[N:13]=[C:14]([NH:17][C:18](=[O:25])[C:19]4[CH:24]=[CH:23][CH:22]=[CH:21][CH:20]=4)[S:15][CH2:16][C@@H:11]3[CH:10]=2)=[CH:5][CH:4]=1)#[N:2].C([SiH](CC)CC)C.FC(F)(F)C(O)=O.C(=O)(O)[O-].[Na+], predict the reaction product. The product is: [C:1]([C:3]1[CH:8]=[CH:7][C:6]([C@@H:9]2[O:27][CH2:26][C@:12]3([C:28]4[CH:33]=[CH:32][C:31]([F:34])=[CH:30][C:29]=4[F:35])[N:13]=[C:14]([NH:17][C:18](=[O:25])[C:19]4[CH:20]=[CH:21][CH:22]=[CH:23][CH:24]=4)[S:15][CH2:16][C@@H:11]3[CH2:10]2)=[CH:5][CH:4]=1)#[N:2]. (2) Given the reactants [C:1](Cl)(=[O:4])[CH:2]=[CH2:3].[CH3:6][N:7]([CH3:38])[C@@H:8]1[CH2:12][CH2:11][N:10]([C:13]2[CH:18]=[C:17]([O:19][CH3:20])[C:16]([NH:21][C:22]3[N:27]=[C:26]([C:28]4[CH:29]=[N:30][N:31]5[CH2:36][CH2:35][CH2:34][CH2:33][C:32]=45)[CH:25]=[CH:24][N:23]=3)=[CH:15][C:14]=2[NH2:37])[CH2:9]1.CC#N, predict the reaction product. The product is: [CH3:38][N:7]([CH3:6])[C@@H:8]1[CH2:12][CH2:11][N:10]([C:13]2[CH:18]=[C:17]([O:19][CH3:20])[C:16]([NH:21][C:22]3[N:27]=[C:26]([C:28]4[CH:29]=[N:30][N:31]5[CH2:36][CH2:35][CH2:34][CH2:33][C:32]=45)[CH:25]=[CH:24][N:23]=3)=[CH:15][C:14]=2[NH:37][C:1](=[O:4])[CH:2]=[CH2:3])[CH2:9]1.